From a dataset of KCNQ2 potassium channel screen with 302,405 compounds. Binary Classification. Given a drug SMILES string, predict its activity (active/inactive) in a high-throughput screening assay against a specified biological target. (1) The compound is O1C=2CC(CC(=O)C2C(c2c(OC)cc(OC)c(OC)c2)C(=C1N)C#N)C. The result is 0 (inactive). (2) The compound is s1cc(/C=C(\C(=O)Nc2c(cc(cc2)C)C)C#N)cc1. The result is 0 (inactive). (3) The compound is O(c1cc(c(C(C)C)cc1)C)CC(=O)Nc1c(N2CCCC2)cccc1. The result is 0 (inactive). (4) The drug is S(c1n(c(nn1)COc1ccccc1)c1ccccc1)C(C)C(O)=O. The result is 0 (inactive). (5) The result is 0 (inactive). The drug is S(Cc1ccc(C(C)(C)C)cc1)c1oc(nn1)c1c(NC(=O)c2ccccc2)cccc1. (6) The molecule is S(=O)(=O)(/N=C1\C([n+]2ccc(C(C)(C)C)cc2)=C([O-])c2c(C1=O)cccc2)c1ccccc1. The result is 0 (inactive).